Dataset: NCI-60 drug combinations with 297,098 pairs across 59 cell lines. Task: Regression. Given two drug SMILES strings and cell line genomic features, predict the synergy score measuring deviation from expected non-interaction effect. (1) Drug 1: C1CN1P(=S)(N2CC2)N3CC3. Drug 2: CC(C)CN1C=NC2=C1C3=CC=CC=C3N=C2N. Cell line: NCIH23. Synergy scores: CSS=21.9, Synergy_ZIP=-3.31, Synergy_Bliss=-1.95, Synergy_Loewe=-3.11, Synergy_HSA=-3.39. (2) Drug 1: CCC1=CC2CC(C3=C(CN(C2)C1)C4=CC=CC=C4N3)(C5=C(C=C6C(=C5)C78CCN9C7C(C=CC9)(C(C(C8N6C)(C(=O)OC)O)OC(=O)C)CC)OC)C(=O)OC.C(C(C(=O)O)O)(C(=O)O)O. Drug 2: C1=NC2=C(N1)C(=S)N=CN2. Cell line: LOX IMVI. Synergy scores: CSS=47.9, Synergy_ZIP=-3.99, Synergy_Bliss=-5.35, Synergy_Loewe=-12.2, Synergy_HSA=-2.83.